From a dataset of Catalyst prediction with 721,799 reactions and 888 catalyst types from USPTO. Predict which catalyst facilitates the given reaction. (1) Reactant: [I-:1].[NH2:2][C:3]1[CH:8]=[C:7]([F:9])[CH:6]=[CH:5][C:4]=1[N+:10]1[C:14]([CH3:15])=[CH:13][S:12][C:11]=1SC. Product: [I-:1].[F:9][C:7]1[CH:6]=[CH:5][C:4]2[N:10]3[C:14]([CH3:15])=[CH:13][S:12][C:11]3=[NH+:2][C:3]=2[CH:8]=1. The catalyst class is: 5. (2) Reactant: [CH:1]1([N:5]2[CH2:10][CH2:9][N:8]([C:11](=[O:39])[CH2:12][N:13]3[CH2:18][CH2:17][C:16]4([C:26]5[C:21](=[CH:22][CH:23]=[CH:24][CH:25]=5)[C:20](=[O:27])[N:19]4CC4C=CC(OC)=CC=4OC)[CH2:15][CH2:14]3)[CH2:7][CH2:6]2)[CH2:4][CH2:3][CH2:2]1. Product: [CH:1]1([N:5]2[CH2:10][CH2:9][N:8]([C:11](=[O:39])[CH2:12][N:13]3[CH2:18][CH2:17][C:16]4([C:26]5[C:21](=[CH:22][CH:23]=[CH:24][CH:25]=5)[C:20](=[O:27])[NH:19]4)[CH2:15][CH2:14]3)[CH2:7][CH2:6]2)[CH2:2][CH2:3][CH2:4]1. The catalyst class is: 55. (3) Reactant: [C:1]([C:3]1[C:8]([S:9][CH3:10])=[CH:7][C:6](=[O:11])[NH:5][C:4]=1[S:12][CH2:13][C:14]([NH2:16])=[O:15])#[N:2].[H-].[Na+].C1C=CC(N([S:26]([C:29]([F:32])([F:31])[F:30])(=[O:28])=[O:27])[S:26]([C:29]([F:32])([F:31])[F:30])(=[O:28])=[O:27])=CC=1.O. Product: [NH2:2][C:1]1[C:3]2[C:4](=[N:5][C:6]([O:11][S:26]([C:29]([F:32])([F:31])[F:30])(=[O:28])=[O:27])=[CH:7][C:8]=2[S:9][CH3:10])[S:12][C:13]=1[C:14](=[O:15])[NH2:16]. The catalyst class is: 3. (4) Reactant: C(N(C(C)C)CC)(C)C.[C:10]([Si:14]([CH3:17])([CH3:16])Cl)([CH3:13])([CH3:12])[CH3:11].[N:18]1([CH2:23][CH2:24][OH:25])[CH:22]=[CH:21][N:20]=[CH:19]1.O. Product: [Si:14]([O:25][CH2:24][CH2:23][N:18]1[CH:22]=[CH:21][N:20]=[CH:19]1)([C:10]([CH3:13])([CH3:12])[CH3:11])([CH3:17])[CH3:16]. The catalyst class is: 4. (5) Reactant: [NH2:1][C@H:2]1[CH2:7][CH2:6][C@H:5]([NH2:8])[CH2:4][CH2:3]1.[Cl:9][C:10]1[N:18]=[C:17]2[C:13]([N:14]=[CH:15][N:16]2[CH:19]2[CH2:23][CH2:22][CH2:21][CH2:20]2)=[C:12]([NH:24][C:25]2[CH:30]=[CH:29][C:28]([S:31]([NH:34][C:35]3[S:36][CH:37]=[CH:38][N:39]=3)(=[O:33])=[O:32])=[CH:27][CH:26]=2)[N:11]=1.CO. Product: [ClH:9].[ClH:9].[NH2:1][C@H:2]1[CH2:7][CH2:6][C@H:5]([NH:8][C:10]2[N:18]=[C:17]3[C:13]([N:14]=[CH:15][N:16]3[CH:19]3[CH2:23][CH2:22][CH2:21][CH2:20]3)=[C:12]([NH:24][C:25]3[CH:30]=[CH:29][C:28]([S:31]([NH:34][C:35]4[S:36][CH:37]=[CH:38][N:39]=4)(=[O:33])=[O:32])=[CH:27][CH:26]=3)[N:11]=2)[CH2:4][CH2:3]1. The catalyst class is: 4. (6) Reactant: Cl[C:2]1[CH:10]=[C:9]([NH:11][CH2:12][C:13]2[S:14][CH:15]=[CH:16][CH:17]=2)[C:5]([C:6]([NH2:8])=[O:7])=[CH:4][N:3]=1.[NH2:18][C:19]1[CH:20]=[C:21]([CH:26]=[CH:27][CH:28]=1)[NH:22][C:23](=[O:25])[CH3:24].C1(O[Na])C=CC=CC=1.O.O.O.CC1(C)C2C(=C(P(C3C=CC=CC=3)C3C=CC=CC=3)C=CC=2)OC2C(P(C3C=CC=CC=3)C3C=CC=CC=3)=CC=CC1=2. Product: [C:23]([NH:22][C:21]1[CH:20]=[C:19]([NH:18][C:2]2[CH:10]=[C:9]([NH:11][CH2:12][C:13]3[S:14][CH:15]=[CH:16][CH:17]=3)[C:5]([C:6]([NH2:8])=[O:7])=[CH:4][N:3]=2)[CH:28]=[CH:27][CH:26]=1)(=[O:25])[CH3:24]. The catalyst class is: 62. (7) Reactant: [CH3:1][N:2]([CH3:18])[CH2:3][CH2:4][N:5]1[CH2:10][CH2:9][O:8][C:7]2[CH:11]=[CH:12][C:13]([N+:15]([O-])=O)=[CH:14][C:6]1=2. Product: [CH3:1][N:2]([CH3:18])[CH2:3][CH2:4][N:5]1[CH2:10][CH2:9][O:8][C:7]2[CH:11]=[CH:12][C:13]([NH2:15])=[CH:14][C:6]1=2. The catalyst class is: 256. (8) Reactant: [C:1]([O:4][CH2:5][CH2:6][CH2:7][C:8]1[C:16]2[C:11](=[CH:12][CH:13]=[CH:14][CH:15]=2)[NH:10][C:9]=1[CH:17]1[CH2:22][CH2:21][C:20]([N:29]([CH3:31])[CH3:30])([C:23]2[CH:28]=[CH:27][CH:26]=[CH:25][CH:24]=2)[CH2:19][CH2:18]1)(=[O:3])[CH3:2].[Si]([Cl:36])(C)(C)C. Product: [ClH:36].[C:1]([O:4][CH2:5][CH2:6][CH2:7][C:8]1[C:16]2[C:11](=[CH:12][CH:13]=[CH:14][CH:15]=2)[NH:10][C:9]=1[CH:17]1[CH2:22][CH2:21][C:20]([N:29]([CH3:31])[CH3:30])([C:23]2[CH:28]=[CH:27][CH:26]=[CH:25][CH:24]=2)[CH2:19][CH2:18]1)(=[O:3])[CH3:2]. The catalyst class is: 13.